Dataset: Forward reaction prediction with 1.9M reactions from USPTO patents (1976-2016). Task: Predict the product of the given reaction. (1) Given the reactants [NH2:1][C:2]1[S:3][C:4]2[CH:10]=[C:9]([F:11])[CH:8]=[CH:7][C:5]=2[N:6]=1.C([O-])(=O)C.[Na+].[Br:17]Br.C([O-])([O-])=O.[Na+].[Na+], predict the reaction product. The product is: [NH2:1][C:2]1[S:3][C:4]2[C:10]([Br:17])=[C:9]([F:11])[CH:8]=[CH:7][C:5]=2[N:6]=1. (2) Given the reactants [Cl:1][C:2]1[CH:7]=[CH:6][C:5]([C:8]2[C:14]3[CH:15]=[CH:16][CH:17]=[CH:18][C:13]=3[N:12]3[C:19]([CH3:22])=[N:20][N:21]=[C:11]3[CH2:10][CH:9]=2)=[CH:4][CH:3]=1.Cl[CH2:24][C:25]1[O:29][C:28]([C:30]2[CH:31]=[N:32][CH:33]=[CH:34][CH:35]=2)=[N:27][N:26]=1, predict the reaction product. The product is: [Cl:1][C:2]1[CH:7]=[CH:6][C:5]([C:8]2[C:14]3[CH:15]=[CH:16][CH:17]=[CH:18][C:13]=3[N:12]3[C:19]([CH3:22])=[N:20][N:21]=[C:11]3[CH:10]([CH2:24][C:25]3[O:29][C:28]([C:30]4[CH:31]=[N:32][CH:33]=[CH:34][CH:35]=4)=[N:27][N:26]=3)[CH:9]=2)=[CH:4][CH:3]=1.